From a dataset of Catalyst prediction with 721,799 reactions and 888 catalyst types from USPTO. Predict which catalyst facilitates the given reaction. (1) Reactant: [H-].[H-].[H-].[H-].[Li+].[Al+3].[Cl:7][C:8]1[CH:9]=[C:10]([CH:15]=[C:16]([C:18]2[CH:23]=[CH:22][CH:21]=[CH:20][N:19]=2)[CH:17]=1)[C:11](OC)=[O:12].O.[OH-].[Na+]. Product: [Cl:7][C:8]1[CH:9]=[C:10]([CH2:11][OH:12])[CH:15]=[C:16]([C:18]2[CH:23]=[CH:22][CH:21]=[CH:20][N:19]=2)[CH:17]=1. The catalyst class is: 1. (2) Reactant: C(N)(=O)C[SH:3].C([N:8]([CH2:11][CH3:12])CC)C.[CH2:13](Br)[C:14]([C:16]1[CH:21]=[CH:20][CH:19]=[CH:18][CH:17]=1)=[O:15]. Product: [CH2:13]([CH2:12][C:11]([NH2:8])=[S:3])[C:14]([C:16]1[CH:21]=[CH:20][CH:19]=[CH:18][CH:17]=1)=[O:15]. The catalyst class is: 311. (3) Reactant: [CH3:1][N:2]([CH3:12])[C:3]1[CH:11]=[CH:10][C:6]([C:7](O)=[O:8])=[CH:5][CH:4]=1.S(Cl)([Cl:15])=O. Product: [CH3:1][N:2]([CH3:12])[C:3]1[CH:11]=[CH:10][C:6]([C:7]([Cl:15])=[O:8])=[CH:5][CH:4]=1. The catalyst class is: 2. (4) Reactant: [NH2:1][C:2]1[CH:3]=[C:4]2[C:9](=[CH:10][CH:11]=1)[N:8]([CH:12]1[CH2:17][CH2:16][O:15][CH2:14][CH2:13]1)[C:7](=[O:18])[N:6]([CH2:19][C:20]1[CH:25]=[CH:24][C:23]([O:26][CH3:27])=[C:22]([O:28][CH3:29])[CH:21]=1)[C:5]2=[O:30].[CH2:31](Br)[C:32]#[CH:33].C([O-])([O-])=O.[K+].[K+].[I-].[Na+]. Product: [CH3:29][O:28][C:22]1[CH:21]=[C:20]([CH:25]=[CH:24][C:23]=1[O:26][CH3:27])[CH2:19][N:6]1[C:5](=[O:30])[C:4]2[C:9](=[CH:10][CH:11]=[C:2]([NH:1][CH2:33][C:32]#[CH:31])[CH:3]=2)[N:8]([CH:12]2[CH2:17][CH2:16][O:15][CH2:14][CH2:13]2)[C:7]1=[O:18]. The catalyst class is: 3. (5) Reactant: [CH3:1][CH2:2][CH2:3][CH2:4][CH2:5][CH2:6][CH2:7][CH2:8][CH2:9][CH2:10][CH2:11][CH2:12][O:13][C:14]([CH:16]([N:18]([CH3:20])[CH3:19])[CH3:17])=[O:15].[CH2:21]([S:23]([OH:26])(=[O:25])=[O:24])[CH3:22]. Product: [CH2:21]([S:23]([OH:26])(=[O:25])=[O:24])[CH3:22].[CH3:19][N:18]([CH3:20])[CH:16]([CH3:17])[C:14]([O:13][CH2:12][CH2:11][CH2:10][CH2:9][CH2:8][CH2:7][CH2:6][CH2:5][CH2:4][CH2:3][CH2:2][CH3:1])=[O:15]. The catalyst class is: 13. (6) Reactant: [F:1][C:2]([F:11])([F:10])[C:3]1[C:4](=[O:9])[NH:5][CH:6]=[CH:7][CH:8]=1.CC([O-])=O.[Na+].[Br:17]Br. Product: [Br:17][C:7]1[CH:8]=[C:3]([C:2]([F:1])([F:10])[F:11])[C:4](=[O:9])[NH:5][CH:6]=1. The catalyst class is: 52. (7) Reactant: C1(C2N(C(OC(C)(C)C)=O)C3C=C(C4C(C)=NOC=4C)C=C(I)C=3N=2)CC1.[Li]CCCC.N1C=CC=CC=1C([C@H]1CCC2(CC2)O1)=O.[NH4+].[Cl-].[CH:50]1([C:53]2[N:57](C(OCCCC)=O)[C:56]3[CH:65]=[C:66]([C:84]4[C:85]([CH3:90])=[N:86][O:87][C:88]=4[CH3:89])[CH:67]=[C:68]([C@:69]([OH:83])([C:77]4[CH:82]=[CH:81][CH:80]=[CH:79][N:78]=4)[C@H:70]4[CH2:76][CH2:75][C:72]5([CH2:74][CH2:73]5)[O:71]4)[C:55]=3[N:54]=2)[CH2:52][CH2:51]1.C(O)(C(F)(F)F)=O. Product: [CH:50]1([C:53]2[NH:57][C:56]3[CH:65]=[C:66]([C:84]4[C:85]([CH3:90])=[N:86][O:87][C:88]=4[CH3:89])[CH:67]=[C:68]([C@:69]([C:77]4[CH:82]=[CH:81][CH:80]=[CH:79][N:78]=4)([C@H:70]4[CH2:76][CH2:75][C:72]5([CH2:73][CH2:74]5)[O:71]4)[OH:83])[C:55]=3[N:54]=2)[CH2:51][CH2:52]1. The catalyst class is: 20.